This data is from Full USPTO retrosynthesis dataset with 1.9M reactions from patents (1976-2016). The task is: Predict the reactants needed to synthesize the given product. (1) Given the product [F:48][C:47]([F:50])([F:49])[C:45]([OH:51])=[O:46].[F:3][C:4]1[CH:27]=[CH:26][CH:25]=[C:24]([F:28])[C:5]=1[CH2:6][O:7][C:8]1[C:9]2[N:10]([C:15]([C:19]3[CH:23]=[N:22][N:21]([CH2:35][C:36]([CH3:41])([N+:38]([O-:40])=[O:39])[CH3:37])[N:20]=3)=[C:16]([CH3:18])[N:17]=2)[CH:11]=[C:12]([CH3:14])[CH:13]=1, predict the reactants needed to synthesize it. The reactants are: [H-].[Na+].[F:3][C:4]1[CH:27]=[CH:26][CH:25]=[C:24]([F:28])[C:5]=1[CH2:6][O:7][C:8]1[C:9]2[N:10]([C:15]([C:19]3[CH:23]=[N:22][NH:21][N:20]=3)=[C:16]([CH3:18])[N:17]=2)[CH:11]=[C:12]([CH3:14])[CH:13]=1.FC(F)(F)S(O[CH2:35][C:36]([CH3:41])([N+:38]([O-:40])=[O:39])[CH3:37])(=O)=O.O.[C:45]([OH:51])([C:47]([F:50])([F:49])[F:48])=[O:46]. (2) The reactants are: [CH2:1]([C:3]([OH:37])([CH2:35][CH3:36])[CH2:4][N:5]1[C:14](=[O:15])[C:13]2[C:8](=[CH:9][CH:10]=[CH:11][CH:12]=2)[C:7]([C:16]2[C:24]3[C:19](=[CH:20][CH:21]=[C:22]([F:25])[CH:23]=3)[N:18]([CH2:26][C:27]([O:29]C(C)(C)C)=[O:28])[C:17]=2[CH3:34])=[N:6]1)[CH3:2].O. Given the product [CH2:1]([C:3]([OH:37])([CH2:35][CH3:36])[CH2:4][N:5]1[C:14](=[O:15])[C:13]2[C:8](=[CH:9][CH:10]=[CH:11][CH:12]=2)[C:7]([C:16]2[C:24]3[C:19](=[CH:20][CH:21]=[C:22]([F:25])[CH:23]=3)[N:18]([CH2:26][C:27]([OH:29])=[O:28])[C:17]=2[CH3:34])=[N:6]1)[CH3:2], predict the reactants needed to synthesize it. (3) Given the product [C:26]([O:25][C:23](=[O:24])[N:22]([C:20]1[C:19]([CH3:37])([CH3:38])[S:18](=[O:40])(=[O:39])[CH2:17][C@:16]([C:8]2[CH:9]=[C:10]([N+:13]([O-:15])=[O:14])[CH:11]=[CH:12][C:7]=2[CH2:50][CH:45]=[CH2:46])([CH3:41])[N:21]=1)[C:30]([O:32][C:33]([CH3:34])([CH3:35])[CH3:36])=[O:31])([CH3:29])([CH3:28])[CH3:27], predict the reactants needed to synthesize it. The reactants are: FC(F)(F)S(O[C:7]1[CH:12]=[CH:11][C:10]([N+:13]([O-:15])=[O:14])=[CH:9][C:8]=1[C@@:16]1([CH3:41])[N:21]=[C:20]([N:22]([C:30]([O:32][C:33]([CH3:36])([CH3:35])[CH3:34])=[O:31])[C:23]([O:25][C:26]([CH3:29])([CH3:28])[CH3:27])=[O:24])[C:19]([CH3:38])([CH3:37])[S:18](=[O:40])(=[O:39])[CH2:17]1)(=O)=O.O(C1C=CC=CC=1P(C1C=CC=CC=1)C1C=CC=CC=1)[C:45]1[CH:50]=CC=C[C:46]=1P(C1C=CC=CC=1)C1C=CC=CC=1.C([Sn](CCCC)(CCCC)CCCC)C=C. (4) The reactants are: Br[C:2]1[CH:7]=[CH:6][C:5]([CH3:8])=[CH:4][C:3]=1[CH:9]([O:12]C)OC.Br[CH2:15][CH2:16][CH2:17][CH:18]=[CH2:19]. Given the product [CH3:8][C:5]1[CH:6]=[CH:7][C:2]([CH2:19][CH2:18][CH2:17][CH:16]=[CH2:15])=[C:3]([CH:4]=1)[CH:9]=[O:12], predict the reactants needed to synthesize it. (5) Given the product [Cl:1][C:2]1[C:3]2[N:4]([C:8]([CH:34]([OH:35])[C:32]3[CH:31]=[CH:30][C:24]4/[C:25](=[C:26](/[CH3:29])\[C:27]#[N:28])/[C:19]5[CH:18]=[CH:17][C:16]([F:15])=[CH:36][C:20]=5[O:21][CH2:22][C:23]=4[CH:33]=3)=[C:9]([CH2:11][O:12][CH3:13])[N:10]=2)[CH:5]=[CH:6][CH:7]=1, predict the reactants needed to synthesize it. The reactants are: [Cl:1][C:2]1[C:3]2[N:4]([C:8](I)=[C:9]([CH2:11][O:12][CH3:13])[N:10]=2)[CH:5]=[CH:6][CH:7]=1.[F:15][C:16]1[CH:17]=[CH:18][C:19]2=[C:20]([CH:36]=1)[O:21][CH2:22][C:23]1[CH:33]=[C:32]([CH:34]=[O:35])[CH:31]=[CH:30][C:24]=1/[C:25]/2=[C:26](/[CH3:29])\[C:27]#[N:28]. (6) The reactants are: [CH3:1][C:2]1[CH:10]=[CH:9][C:5]([C:6]([NH2:8])=[O:7])=[CH:4][CH:3]=1.Cl[C:12]([S:14]Cl)=[O:13]. Given the product [CH3:1][C:2]1[CH:10]=[CH:9][C:5]([C:6]2[O:7][C:12](=[O:13])[S:14][N:8]=2)=[CH:4][CH:3]=1, predict the reactants needed to synthesize it. (7) Given the product [NH:8]1[CH2:11][CH:10]([C:12]([C:16]2[CH:17]=[C:18]3[C:23](=[CH:24][CH:25]=2)[N:22]=[C:21]([O:26][CH3:27])[C:20]([CH2:28][C:29]2[CH:30]=[CH:31][C:32]([C:35]([F:38])([F:36])[F:37])=[CH:33][CH:34]=2)=[C:19]3[Cl:39])([OH:15])[C:13]#[CH:14])[CH2:9]1, predict the reactants needed to synthesize it. The reactants are: C(OC([N:8]1[CH2:11][CH:10]([C:12]([C:16]2[CH:17]=[C:18]3[C:23](=[CH:24][CH:25]=2)[N:22]=[C:21]([O:26][CH3:27])[C:20]([CH2:28][C:29]2[CH:34]=[CH:33][C:32]([C:35]([F:38])([F:37])[F:36])=[CH:31][CH:30]=2)=[C:19]3[Cl:39])([OH:15])[C:13]#[CH:14])[CH2:9]1)=O)(C)(C)C.C(O)=O.Cl.